Dataset: Full USPTO retrosynthesis dataset with 1.9M reactions from patents (1976-2016). Task: Predict the reactants needed to synthesize the given product. (1) Given the product [F:27][C:26]([F:28])([F:29])[C:23]1[CH:24]=[CH:25][C:20]([C:17]2[CH:16]=[CH:15][C:14]3[NH:13][C:5](=[O:11])[O:4][CH2:2][C:19]=3[CH:18]=2)=[CH:21][CH:22]=1, predict the reactants needed to synthesize it. The reactants are: Cl[C:2](Cl)([O:4][C:5](=[O:11])OC(Cl)(Cl)Cl)Cl.[NH2:13][C:14]1[CH:19]=[CH:18][C:17]([C:20]2[CH:25]=[CH:24][C:23]([C:26]([F:29])([F:28])[F:27])=[CH:22][CH:21]=2)=[CH:16][C:15]=1CO.C(=O)([O-])O.[Na+]. (2) Given the product [F:1][C:2]1[CH:7]=[CH:6][C:5]([C:8]2[C:9]3[C:23]([C:24]#[N:25])=[CH:22][NH:21][C:10]=3[N:11]=[C:12]([N:14]3[CH2:15][CH2:16][N:17]([CH3:20])[CH2:18][CH2:19]3)[N:13]=2)=[C:4]([CH3:34])[CH:3]=1, predict the reactants needed to synthesize it. The reactants are: [F:1][C:2]1[CH:7]=[CH:6][C:5]([C:8]2[C:9]3[C:23]([C:24]#[N:25])=[CH:22][N:21](COCC[Si](C)(C)C)[C:10]=3[N:11]=[C:12]([N:14]3[CH2:19][CH2:18][N:17]([CH3:20])[CH2:16][CH2:15]3)[N:13]=2)=[C:4]([CH3:34])[CH:3]=1.[F-].C([N+](CCCC)(CCCC)CCCC)CCC.